From a dataset of Forward reaction prediction with 1.9M reactions from USPTO patents (1976-2016). Predict the product of the given reaction. (1) Given the reactants [Cl-].[CH3:2][O:3][CH2:4][P+](C1C=CC=CC=1)(C1C=CC=CC=1)C1C=CC=CC=1.[H-].[Na+].[CH2:26]([O:30][C:31]1[C:38]([CH3:39])=[CH:37][C:34]([CH:35]=O)=[CH:33][C:32]=1[CH3:40])[CH2:27][CH2:28][CH3:29].O, predict the reaction product. The product is: [CH2:26]([O:30][C:31]1[C:38]([CH3:39])=[CH:37][C:34]([CH:35]=[CH:2][O:3][CH3:4])=[CH:33][C:32]=1[CH3:40])[CH2:27][CH2:28][CH3:29]. (2) The product is: [C:13]1([C:10]2([C:19]3[CH:24]=[CH:23][CH:22]=[CH:21][CH:20]=3)[CH2:9][CH2:8][NH:12][CH2:11]2)[CH:18]=[CH:17][CH:16]=[CH:15][CH:14]=1. Given the reactants [H-].[H-].[H-].[H-].[Li+].[Al+3].Br[CH2:8][CH2:9][C:10]([C:19]1[CH:24]=[CH:23][CH:22]=[CH:21][CH:20]=1)([C:13]1[CH:18]=[CH:17][CH:16]=[CH:15][CH:14]=1)[C:11]#[N:12], predict the reaction product. (3) Given the reactants [CH3:1][C:2]1[C:6]([C:7]2[CH:8]=[C:9]([C:17]([C:19]3[CH:24]=[CH:23][C:22]([F:25])=[CH:21][CH:20]=3)=[CH2:18])[C:10]3[NH:14][C:13](=[O:15])[NH:12][C:11]=3[CH:16]=2)=[C:5]([CH3:26])[O:4][N:3]=1, predict the reaction product. The product is: [CH3:1][C:2]1[C:6]([C:7]2[CH:8]=[C:9]([CH:17]([C:19]3[CH:20]=[CH:21][C:22]([F:25])=[CH:23][CH:24]=3)[CH3:18])[C:10]3[NH:14][C:13](=[O:15])[NH:12][C:11]=3[CH:16]=2)=[C:5]([CH3:26])[O:4][N:3]=1. (4) The product is: [C:14]([C:12]1[N:13]=[C:9]([N:7]2[CH2:8][CH:5]([S:4][C:38]3[C@H:39]([CH3:62])[C@@H:40]4[C@@H:57]([C@H:58]([OH:60])[CH3:59])[C:56](=[O:61])[N:41]4[C:42]=3[C:43]([O:45][CH2:46][C:47]3[CH:48]=[CH:49][C:50]([N+:53]([O-:55])=[O:54])=[CH:51][CH:52]=3)=[O:44])[CH2:6]2)[S:10][CH:11]=1)(=[O:16])[NH2:15]. Given the reactants C([S:4][CH:5]1[CH2:8][N:7]([C:9]2[S:10][CH:11]=[C:12]([C:14](=[O:16])[NH2:15])[N:13]=2)[CH2:6]1)(=O)C.C(O)(=O)C.NN.C1(P(O[C:38]2[C@H:39]([CH3:62])[C@H:40]3[C@@H:57]([C@H:58]([OH:60])[CH3:59])[C:56](=[O:61])[N:41]3[C:42]=2[C:43]([O:45][CH2:46][C:47]2[CH:52]=[CH:51][C:50]([N+:53]([O-:55])=[O:54])=[CH:49][CH:48]=2)=[O:44])(C2C=CC=CC=2)=O)C=CC=CC=1.C(N(C(C)C)CC)(C)C.C(=O)([O-])O.[Na+], predict the reaction product. (5) Given the reactants [CH3:1][O:2][C:3]1[CH:4]=[CH:5][C:6]([C:16](=O)[CH2:17][CH2:18][C:19]([OH:21])=O)=[C:7]2[C:12]=1[N:11]=[C:10]([CH:13]([CH3:15])[CH3:14])[CH:9]=[CH:8]2.O.[NH2:24][NH2:25], predict the reaction product. The product is: [CH3:1][O:2][C:3]1[CH:4]=[CH:5][C:6]([C:16]2[CH2:17][CH2:18][C:19](=[O:21])[NH:24][N:25]=2)=[C:7]2[C:12]=1[N:11]=[C:10]([CH:13]([CH3:15])[CH3:14])[CH:9]=[CH:8]2. (6) Given the reactants [CH3:1][C@@H:2]1[CH2:6][CH2:5][CH2:4][N:3]1[CH:7]1[CH2:11][CH2:10][N:9]([C:12]2[CH:17]=[CH:16][C:15]([N+:18]([O-])=O)=[C:14]([CH3:21])[CH:13]=2)[CH2:8]1.[H][H], predict the reaction product. The product is: [CH3:21][C:14]1[CH:13]=[C:12]([N:9]2[CH2:10][CH2:11][CH:7]([N:3]3[CH2:4][CH2:5][CH2:6][C@H:2]3[CH3:1])[CH2:8]2)[CH:17]=[CH:16][C:15]=1[NH2:18].